Dataset: Forward reaction prediction with 1.9M reactions from USPTO patents (1976-2016). Task: Predict the product of the given reaction. (1) The product is: [C:1]([C:3]1[CH:4]=[C:5]([CH:38]=[CH:39][CH:40]=1)[C:6]([NH:8][C:9]1[C:10]([C:34]([F:36])([F:35])[F:37])=[C:11]2[C:17]([C@@H:18]3[CH2:23][CH2:22][NH:21][C:20]([CH3:32])([CH3:31])[CH2:19]3)=[CH:16][N:15]([CH3:33])[C:12]2=[N:13][CH:14]=1)=[O:7])#[N:2]. Given the reactants [C:1]([C:3]1[CH:4]=[C:5]([CH:38]=[CH:39][CH:40]=1)[C:6]([NH:8][C:9]1[C:10]([C:34]([F:37])([F:36])[F:35])=[C:11]2[C:17]([C@@H:18]3[CH2:23][CH2:22][N:21](C(OC(C)(C)C)=O)[C:20]([CH3:32])([CH3:31])[CH2:19]3)=[CH:16][N:15]([CH3:33])[C:12]2=[N:13][CH:14]=1)=[O:7])#[N:2].Cl, predict the reaction product. (2) Given the reactants CC(C[AlH]CC(C)C)C.C1(C)C=CC=CC=1.C([O:19][C:20](=O)/[CH:21]=[C:22](\[C:29]1[CH:34]=[CH:33][C:32]([Br:35])=[CH:31][CH:30]=1)/[C:23]1[CH:28]=[CH:27][CH:26]=[CH:25][CH:24]=1)C.O, predict the reaction product. The product is: [Br:35][C:32]1[CH:31]=[CH:30][C:29](/[C:22](/[C:23]2[CH:24]=[CH:25][CH:26]=[CH:27][CH:28]=2)=[CH:21]\[CH2:20][OH:19])=[CH:34][CH:33]=1. (3) Given the reactants Cl.[CH2:2]([NH:9][C:10]1[C:11]2[CH2:31][CH2:30][N:29](C(OC(C)(C)C)=O)[CH2:28][C:12]=2[N:13]=[C:14]([NH:16][C:17]2[CH:22]=[CH:21][C:20]([C:23]3[O:27][CH:26]=[N:25][CH:24]=3)=[CH:19][CH:18]=2)[N:15]=1)[C:3]1[CH:8]=[CH:7][CH:6]=[CH:5][CH:4]=1, predict the reaction product. The product is: [CH2:2]([NH:9][C:10]1[C:11]2[CH2:31][CH2:30][NH:29][CH2:28][C:12]=2[N:13]=[C:14]([NH:16][C:17]2[CH:18]=[CH:19][C:20]([C:23]3[O:27][CH:26]=[N:25][CH:24]=3)=[CH:21][CH:22]=2)[N:15]=1)[C:3]1[CH:4]=[CH:5][CH:6]=[CH:7][CH:8]=1. (4) Given the reactants [Cl:1][C:2]1[CH:7]=[CH:6][C:5]([S:8](Cl)(=[O:10])=[O:9])=[CH:4][CH:3]=1.[NH2:12][C:13]1[CH:14]=[C:15]([CH:47]=[CH:48][C:49]=1[O:50]CC1C=CC=CC=1)[O:16][CH2:17][C@@H:18]([OH:46])[CH2:19][N:20](CC1C=CC=CC=1)[C@@H:21]([CH2:24][C:25]1[CH:30]=[CH:29][C:28]([O:31]CC2C=CC=CC=2)=[CH:27][CH:26]=1)[CH2:22][OH:23].N1C=CC=CC=1.C(=O)(O)[O-].[Na+], predict the reaction product. The product is: [Cl:1][C:2]1[CH:7]=[CH:6][C:5]([S:8]([NH:12][C:13]2[CH:14]=[C:15]([CH:47]=[CH:48][C:49]=2[OH:50])[O:16][CH2:17][C@@H:18]([OH:46])[CH2:19][NH:20][C@@H:21]([CH2:24][C:25]2[CH:30]=[CH:29][C:28]([OH:31])=[CH:27][CH:26]=2)[CH2:22][OH:23])(=[O:10])=[O:9])=[CH:4][CH:3]=1. (5) The product is: [F:44][C:41]1[CH:39]=[C:19]([F:22])[CH:18]=[CH:17][C:16]=1[C:15]#[C:14][C:11]1[CH:12]=[CH:13][C:8]2[N:7]=[C:27]([C:29]3[CH:30]=[C:31]([CH:32]=[CH:33][CH:34]=3)[C:35]#[N:36])[CH2:26][C:25](=[O:37])[NH:24][C:9]=2[CH:10]=1. Given the reactants C(OC(=O)[NH:7][C:8]1[CH:13]=[CH:12][C:11]([C:14]#[C:15][C:16]2C=C[C:19]([F:22])=[CH:18][C:17]=2F)=[CH:10][C:9]=1[NH:24][C:25](=[O:37])[CH2:26][C:27]([C:29]1[CH:34]=[CH:33][CH:32]=[C:31]([C:35]#[N:36])[CH:30]=1)=O)(C)(C)C.[C:39](O)([C:41]([F:44])(F)F)=O, predict the reaction product.